From a dataset of Reaction yield outcomes from USPTO patents with 853,638 reactions. Predict the reaction yield, written as a fraction of the theoretical maximum amount of product (1.0 means a 100% yield; for example, 0.34 means a 34% yield). (1) The reactants are [OH:1][C:2]1[CH:7]=[CH:6][C:5]([NH:8][C:9]2[N:14]=[C:13]([C:15](OCC)=[O:16])[C:12]([N+:20]([O-])=O)=[C:11]([NH:23][C:24]3[CH:29]=[CH:28][CH:27]=[CH:26][C:25]=3[O:30][CH3:31])[N:10]=2)=[CH:4][CH:3]=1.ClC1N=C([C:39](OCC)=[O:40])C([N+]([O-])=O)=C(NC2C=CC=CC=2OC)N=1.[NH2:56]C1C=CC(O)=CC=1.C(N(CC)C(C)C)(C)C. The catalyst is CN(C=O)C. The product is [OH:1][C:2]1[CH:3]=[CH:4][C:5]([NH:8][C:9]2[N:10]=[C:11]3[C:12]([NH:20][C:39](=[O:40])[N:23]3[C:24]3[CH:29]=[CH:28][CH:27]=[CH:26][C:25]=3[O:30][CH3:31])=[C:13]([C:15]([NH2:56])=[O:16])[N:14]=2)=[CH:6][CH:7]=1. The yield is 0.910. (2) The reactants are [CH3:1][C:2]1([CH3:28])[CH2:7][CH2:6][C:5]([C:8]2[CH:13]=[C:12]([C:14](O)([CH3:16])[CH3:15])[CH:11]=[CH:10][C:9]=2[NH:18][C:19]([C:21]2[NH:22][CH:23]=[C:24]([C:26]#[N:27])[N:25]=2)=[O:20])=[CH:4][CH2:3]1.[NH2:29][C:30]1[CH:35]=[CH:34][CH:33]=[CH:32][N:31]=1.C(O)(C(F)(F)F)=O. The catalyst is C(Cl)Cl. The product is [CH3:1][C:2]1([CH3:28])[CH2:7][CH2:6][C:5]([C:8]2[CH:13]=[C:12]([C:14]([CH3:16])([NH:29][C:30]3[CH:35]=[CH:34][CH:33]=[CH:32][N:31]=3)[CH3:15])[CH:11]=[CH:10][C:9]=2[NH:18][C:19]([C:21]2[NH:22][CH:23]=[C:24]([C:26]#[N:27])[N:25]=2)=[O:20])=[CH:4][CH2:3]1. The yield is 0.0200. (3) The reactants are [NH2:1][CH:2]([C:4]1[CH:5]=[C:6]([OH:10])[CH:7]=[CH:8][CH:9]=1)[CH3:3].C(N(CC)C(C)C)(C)C.[C:20]([O:24][C:25](O[C:25]([O:24][C:20]([CH3:23])([CH3:22])[CH3:21])=[O:26])=[O:26])([CH3:23])([CH3:22])[CH3:21]. The catalyst is C(Cl)Cl. The product is [OH:10][C:6]1[CH:5]=[C:4]([CH:2]([NH:1][C:25](=[O:26])[O:24][C:20]([CH3:23])([CH3:22])[CH3:21])[CH3:3])[CH:9]=[CH:8][CH:7]=1. The yield is 0.770. (4) The reactants are [F:1][C:2]1[CH:7]=[CH:6][C:5]([F:8])=[CH:4][CH:3]=1.C([Li])CCC.CN([CH:17]=[O:18])C. The catalyst is C1COCC1. The product is [F:1][C:2]1[CH:7]=[CH:6][C:5]([F:8])=[CH:4][C:3]=1[CH:17]=[O:18]. The yield is 0.600. (5) The reactants are [C:1]([C:3]1[CH:12]=[CH:11][C:6]([C:7]([O:9][CH3:10])=[O:8])=[CH:5][CH:4]=1)#[CH:2].C[N+]1[CH:19]=[CH:18][C:17]([C:20]2[C:41]3=NC(C=C3)=[C:20]([C:17]3[CH:18]=[CH:19][N+](C)=[CH:15][CH:16]=3)[C:41]3=NC(C=C3)=[C:20]([C:17]3[CH:18]=[CH:19][N+](C)=[CH:15][CH:16]=3)[C:41]3N[C:18](=[CH:19]C=3)[C:17]([C:20]3C=C[N+](C)=C[CH:41]=3)=[C:16]3NC=2C=[CH:15]3)=[CH:16][CH:15]=1.N#N.CN(C=[O:71])C. The catalyst is C1C=CC(/C=C/C(/C=C/C2C=CC=CC=2)=O)=CC=1.C1C=CC(/C=C/C(/C=C/C2C=CC=CC=2)=O)=CC=1.C1C=CC(/C=C/C(/C=C/C2C=CC=CC=2)=O)=CC=1.[Pd].[Pd]. The product is [O:71]1[CH2:19][CH2:18][CH:17]([C:20]#[C:41][C:2]#[C:1][C:3]2[CH:12]=[CH:11][C:6]([C:7]([O:9][CH3:10])=[O:8])=[CH:5][CH:4]=2)[CH2:16][CH2:15]1. The yield is 0.300. (6) The reactants are [CH3:1][O:2][C:3]([C:5]1[CH:10]=[CH:9][CH:8]=[CH:7][C:6]=1[N:11]1[CH2:16][CH2:15][CH2:14][CH:13]([CH2:17][N:18]2C(=O)C3=CC=CC=C3C2=O)[CH2:12]1)=[O:4].O.NN. The catalyst is CO.O. The product is [NH2:18][CH2:17][CH:13]1[CH2:14][CH2:15][CH2:16][N:11]([C:6]2[CH:7]=[CH:8][CH:9]=[CH:10][C:5]=2[C:3]([O:2][CH3:1])=[O:4])[CH2:12]1. The yield is 0.780. (7) The reactants are Br[C:2]1[CH:23]=[CH:22][C:5]([C:6]([NH:8][S:9]([C:12]2[CH:17]=[CH:16][CH:15]=[CH:14][C:13]=2[S:18](=[O:21])(=[O:20])[NH2:19])(=[O:11])=[O:10])=[O:7])=[CH:4][CH:3]=1.[C:24]([C:28]#[C:29]B(OC(C)C)OC(C)C)([CH3:27])([CH3:26])[CH3:25].C(=O)([O-])[O-].[Na+].[Na+].O. The catalyst is CN(C=O)C.Cl[Pd]Cl.C1(P(C2C=CC=CC=2)[C-]2C=CC=C2)C=CC=CC=1.[C-]1(P(C2C=CC=CC=2)C2C=CC=CC=2)C=CC=C1.[Fe+2]. The product is [CH3:25][C:24]([CH3:27])([CH3:26])[C:28]#[C:29][C:2]1[CH:23]=[CH:22][C:5]([C:6]([NH:8][S:9]([C:12]2[CH:17]=[CH:16][CH:15]=[CH:14][C:13]=2[S:18](=[O:21])(=[O:20])[NH2:19])(=[O:11])=[O:10])=[O:7])=[CH:4][CH:3]=1. The yield is 0.490. (8) The reactants are I[C:2]1[CH:3]=[C:4]([CH3:9])[CH:5]=[C:6]([CH3:8])[CH:7]=1.[SH:10][CH2:11][CH2:12][CH2:13][CH2:14][CH2:15][CH2:16][OH:17].C([O-])([O-])=O.[K+].[K+].C(O)CO. The catalyst is [Cu]I.CC(O)C. The product is [CH3:8][C:6]1[CH:7]=[C:2]([S:10][CH2:11][CH2:12][CH2:13][CH2:14][CH2:15][CH2:16][OH:17])[CH:3]=[C:4]([CH3:9])[CH:5]=1. The yield is 0.920. (9) The reactants are [CH2:1]([O:8][C@H:9]([CH3:21])[C@@H:10]([CH3:20])[O:11][C:12]1[C:17](I)=[CH:16][N:15]=[C:14]([Cl:19])[N:13]=1)[C:2]1[CH:7]=[CH:6][CH:5]=[CH:4][CH:3]=1.[F-].[K+].[F:24][C:25]([Si](C)(C)C)([F:27])[F:26].[Cl-].[Na+]. The catalyst is CN1C(=O)CCC1.C1COCC1.[Cu]I. The product is [CH2:1]([O:8][C@H:9]([CH3:21])[C@@H:10]([CH3:20])[O:11][C:12]1[C:17]([C:25]([F:27])([F:26])[F:24])=[CH:16][N:15]=[C:14]([Cl:19])[N:13]=1)[C:2]1[CH:7]=[CH:6][CH:5]=[CH:4][CH:3]=1. The yield is 0.540.